Predict the reaction yield, written as a fraction of the theoretical maximum amount of product (1.0 means a 100% yield; for example, 0.34 means a 34% yield). From a dataset of Reaction yield outcomes from USPTO patents with 853,638 reactions. The reactants are [F:1][C:2]1[CH:7]=[C:6]([N:8]2[CH:13]=[CH:12][CH:11]=[CH:10][C:9]2=[O:14])[CH:5]=[CH:4][C:3]=1[CH:15]([C:20]([C:22]1[N:26]([C:27]2[CH:32]=[CH:31][C:30]([O:33][CH3:34])=[CH:29][CH:28]=2)[N:25]=[C:24]([C:35]([F:38])([F:37])[F:36])[CH:23]=1)=[O:21])C(OC)=O.S(O)(O)(=O)=O. The catalyst is CO. The product is [F:1][C:2]1[CH:7]=[C:6]([N:8]2[CH:13]=[CH:12][CH:11]=[CH:10][C:9]2=[O:14])[CH:5]=[CH:4][C:3]=1[CH2:15][C:20]([C:22]1[N:26]([C:27]2[CH:28]=[CH:29][C:30]([O:33][CH3:34])=[CH:31][CH:32]=2)[N:25]=[C:24]([C:35]([F:38])([F:37])[F:36])[CH:23]=1)=[O:21]. The yield is 0.520.